Dataset: Forward reaction prediction with 1.9M reactions from USPTO patents (1976-2016). Task: Predict the product of the given reaction. (1) Given the reactants [N:1]1[C:10]2[C:5](=[CH:6][CH:7]=[CH:8][C:9]=2[O:11][CH2:12][C:13]([O:15]CC)=O)[CH:4]=[CH:3][CH:2]=1.[NH2:18][CH2:19][C@@H:20]([OH:32])[CH2:21][N:22]1[CH2:31][CH2:30][C:29]2[C:24](=[CH:25][CH:26]=[CH:27][CH:28]=2)[CH2:23]1, predict the reaction product. The product is: [CH2:23]1[C:24]2[C:29](=[CH:28][CH:27]=[CH:26][CH:25]=2)[CH2:30][CH2:31][N:22]1[CH2:21][C@H:20]([OH:32])[CH2:19][NH:18][C:13](=[O:15])[CH2:12][O:11][C:9]1[CH:8]=[CH:7][CH:6]=[C:5]2[C:10]=1[N:1]=[CH:2][CH:3]=[CH:4]2. (2) Given the reactants [CH3:1][C:2]1[C:3](=[O:19])[N:4]([CH2:12][C:13]2[CH:18]=[CH:17][CH:16]=[CH:15][CH:14]=2)[C:5]([CH2:9][CH2:10][CH3:11])=[N:6][C:7]=1[CH3:8].C([O-])(=O)C.[Na+].[Br:25]Br, predict the reaction product. The product is: [Br:25][CH:9]([C:5]1[N:4]([CH2:12][C:13]2[CH:14]=[CH:15][CH:16]=[CH:17][CH:18]=2)[C:3](=[O:19])[C:2]([CH3:1])=[C:7]([CH3:8])[N:6]=1)[CH2:10][CH3:11]. (3) Given the reactants Cl[C:2]1[S:3][C:4]2[CH:10]=[CH:9][CH:8]=[CH:7][C:5]=2[N:6]=1.Cl.[NH2:12][C@H:13]1[CH2:17][CH2:16][CH2:15][C@@H:14]1[NH:18][C:19](=[O:30])[C:20]1[C:25]([O:26][CH3:27])=[CH:24][CH:23]=[CH:22][C:21]=1[O:28][CH3:29].CCN(C(C)C)C(C)C, predict the reaction product. The product is: [S:3]1[C:4]2[CH:10]=[CH:9][CH:8]=[CH:7][C:5]=2[N:6]=[C:2]1[NH:12][C@H:13]1[CH2:17][CH2:16][CH2:15][C@@H:14]1[NH:18][C:19](=[O:30])[C:20]1[C:25]([O:26][CH3:27])=[CH:24][CH:23]=[CH:22][C:21]=1[O:28][CH3:29]. (4) The product is: [C:1](=[N:14][C:15]1[CH:16]=[CH:17][C:18]([F:29])=[C:19]([C@@:21]2([CH3:28])[NH:26][C:25](=[S:39])[CH2:24][O:23][CH2:22]2)[CH:20]=1)([C:8]1[CH:13]=[CH:12][CH:11]=[CH:10][CH:9]=1)[C:2]1[CH:7]=[CH:6][CH:5]=[CH:4][CH:3]=1. Given the reactants [C:1](=[N:14][C:15]1[CH:16]=[CH:17][C:18]([F:29])=[C:19]([C@@:21]2([CH3:28])[NH:26][C:25](=O)[CH2:24][O:23][CH2:22]2)[CH:20]=1)([C:8]1[CH:13]=[CH:12][CH:11]=[CH:10][CH:9]=1)[C:2]1[CH:7]=[CH:6][CH:5]=[CH:4][CH:3]=1.COC1C=CC(P2(SP(C3C=CC(OC)=CC=3)(=S)S2)=[S:39])=CC=1, predict the reaction product.